This data is from Forward reaction prediction with 1.9M reactions from USPTO patents (1976-2016). The task is: Predict the product of the given reaction. (1) Given the reactants [CH2:1]([N:8]([CH2:22][C:23]([NH:25][NH:26][C:27](=O)[C:28]1[CH:33]=[CH:32][CH:31]=[C:30]([S:34]([CH3:37])(=[O:36])=[O:35])[CH:29]=1)=[O:24])[S:9]([C:12]1[CH:17]=[CH:16][CH:15]=[CH:14][C:13]=1[C:18]([F:21])([F:20])[F:19])(=[O:11])=[O:10])[C:2]1[CH:7]=[CH:6][CH:5]=[CH:4][CH:3]=1.P(Cl)(Cl)(Cl)=O, predict the reaction product. The product is: [CH2:1]([N:8]([CH2:22][C:23]1[O:24][C:27]([C:28]2[CH:33]=[CH:32][CH:31]=[C:30]([S:34]([CH3:37])(=[O:36])=[O:35])[CH:29]=2)=[N:26][N:25]=1)[S:9]([C:12]1[CH:17]=[CH:16][CH:15]=[CH:14][C:13]=1[C:18]([F:21])([F:20])[F:19])(=[O:10])=[O:11])[C:2]1[CH:7]=[CH:6][CH:5]=[CH:4][CH:3]=1. (2) Given the reactants Br[C:2]1[N:7]=[C:6]([C:8]([O:10][CH3:11])=[O:9])[CH:5]=[CH:4][C:3]=1[F:12].[F:13][C:14]1[CH:19]=[C:18]([O:20][CH2:21][CH2:22][O:23][CH3:24])[CH:17]=[C:16]([F:25])[C:15]=1B1OC(C)(C)C(C)(C)O1, predict the reaction product. The product is: [F:13][C:14]1[CH:19]=[C:18]([O:20][CH2:21][CH2:22][O:23][CH3:24])[CH:17]=[C:16]([F:25])[C:15]=1[C:2]1[N:7]=[C:6]([C:8]([O:10][CH3:11])=[O:9])[CH:5]=[CH:4][C:3]=1[F:12]. (3) Given the reactants Br[C:2]1[CH:3]=[CH:4][C:5]([CH2:8][N:9]([CH3:11])[CH3:10])=[N:6][CH:7]=1.[B:12]1([B:12]2[O:16][C:15]([CH3:18])([CH3:17])[C:14]([CH3:20])([CH3:19])[O:13]2)[O:16][C:15]([CH3:18])([CH3:17])[C:14]([CH3:20])([CH3:19])[O:13]1.C([O-])(=O)C.[K+].C(Cl)Cl, predict the reaction product. The product is: [CH3:10][N:9]([CH3:11])[CH2:8][C:5]1[CH:4]=[CH:3][C:2]([B:12]2[O:16][C:15]([CH3:18])([CH3:17])[C:14]([CH3:20])([CH3:19])[O:13]2)=[CH:7][N:6]=1. (4) Given the reactants [CH3:1][C:2]1[CH:7]=[CH:6][N:5]=[C:4]([S:8][CH3:9])[N:3]=1.[C:10]1([C:16]([NH:18][C:19]2[CH:29]=[CH:28][C:22]([C:23](OCC)=[O:24])=[CH:21][CH:20]=2)=[O:17])[CH:15]=[CH:14][CH:13]=[CH:12][CH:11]=1, predict the reaction product. The product is: [CH3:9][S:8][C:4]1[N:3]=[C:2]([CH2:1][C:23]([C:22]2[CH:21]=[CH:20][C:19]([NH:18][C:16](=[O:17])[C:10]3[CH:11]=[CH:12][CH:13]=[CH:14][CH:15]=3)=[CH:29][CH:28]=2)=[O:24])[CH:7]=[CH:6][N:5]=1. (5) Given the reactants Cl[C:2]1[C:11]2[C:6](=[CH:7][CH:8]=[CH:9][CH:10]=2)[C:5]([CH2:12][C:13]2[CH:18]=[CH:17][N:16]=[CH:15][CH:14]=2)=[N:4][N:3]=1.[CH3:19][C:20]([NH:22][C:23]1[CH:28]=[CH:27][C:26]([NH2:29])=[CH:25][CH:24]=1)=[O:21], predict the reaction product. The product is: [NH:22]([C:23]1[CH:28]=[CH:27][C:26]([NH:29][C:2]2[C:11]3[C:6](=[CH:7][CH:8]=[CH:9][CH:10]=3)[C:5]([CH2:12][C:13]3[CH:18]=[CH:17][N:16]=[CH:15][CH:14]=3)=[N:4][N:3]=2)=[CH:25][CH:24]=1)[C:20]([CH3:19])=[O:21]. (6) The product is: [CH3:20][C@:17]12[C@@:16]3([CH3:21])[C@@H:7]([C@:8]4([CH3:34])[C@@H:13]([CH2:14][CH2:15]3)[C:12]([CH3:23])([CH3:22])[C:11]([C:24]3[CH:33]=[CH:32][C:27]([C:28]([OH:30])=[O:29])=[CH:26][CH:25]=3)=[CH:10][CH2:9]4)[CH2:6][CH2:5][C@@H:4]1[C@H:3]1[C@H:35]([C:38]([CH3:40])=[CH2:39])[CH2:36][CH2:37][C@:2]1([NH:1][C:94](=[O:95])[CH2:93][C:88]1[CH:89]=[N:90][CH:91]=[CH:92][N:87]=1)[CH2:19][CH2:18]2. Given the reactants [NH2:1][C@:2]12[CH2:37][CH2:36][C@@H:35]([C:38]([CH3:40])=[CH2:39])[C@@H:3]1[C@@H:4]1[C@@:17]([CH3:20])([CH2:18][CH2:19]2)[C@@:16]2([CH3:21])[C@@H:7]([C@:8]3([CH3:34])[C@@H:13]([CH2:14][CH2:15]2)[C:12]([CH3:23])([CH3:22])[C:11]([C:24]2[CH:33]=[CH:32][C:27]([C:28]([O:30]C)=[O:29])=[CH:26][CH:25]=2)=[CH:10][CH2:9]3)[CH2:6][CH2:5]1.CN(C)CCC(N[C@]12CC[C@@H](C(C)=C)[C@@H]1[C@@H]1[C@@](C)(CC2)[C@@]2(C)[C@@H]([C@]3(C)[C@@H](CC2)C(C)(C)C(C2C=CC(C(O)=O)=CC=2)=CC3)CC1)=O.[N:87]1[CH:92]=[CH:91][N:90]=[CH:89][C:88]=1[CH2:93][C:94](O)=[O:95], predict the reaction product.